The task is: Predict the reactants needed to synthesize the given product.. This data is from Full USPTO retrosynthesis dataset with 1.9M reactions from patents (1976-2016). (1) Given the product [C:1]([O:5][C:6](=[O:24])[NH:7][C:8]1([C:14](=[O:23])[NH:15][C:16]2[CH:21]=[CH:20][C:19]([C:28]3[CH:29]=[CH:30][CH:31]=[CH:32][C:27]=3[S:26][CH3:25])=[CH:18][CH:17]=2)[CH2:13][CH2:12][CH2:11][CH2:10][CH2:9]1)([CH3:4])([CH3:3])[CH3:2], predict the reactants needed to synthesize it. The reactants are: [C:1]([O:5][C:6](=[O:24])[NH:7][C:8]1([C:14](=[O:23])[NH:15][C:16]2[CH:21]=[CH:20][C:19](Br)=[CH:18][CH:17]=2)[CH2:13][CH2:12][CH2:11][CH2:10][CH2:9]1)([CH3:4])([CH3:3])[CH3:2].[CH3:25][S:26][C:27]1[CH:32]=[CH:31][CH:30]=[CH:29][C:28]=1B(O)O.C(=O)([O-])[O-].[Na+].[Na+].O. (2) Given the product [CH3:1][C@:2]12[C@@:19]3([CH3:20])[C@@H:10]([C@:11]4([CH3:32])[C@@H:16]([CH2:17][CH2:18]3)[C:15]([CH3:21])([CH3:22])[C:14]([C:23]3[CH:31]=[CH:30][C:26]([C:27]([OH:29])=[O:28])=[CH:25][CH:24]=3)=[CH:13][CH2:12]4)[CH2:9][CH2:8][C@@H:7]1[C@H:6]1[C@H:33]([C:36]([CH3:38])=[CH2:37])[CH2:34][CH2:35][C@:5]1([NH:39][CH2:40][CH2:41][NH:42][C:51]1[CH:56]=[CH:55][N:54]=[CH:53][CH:52]=1)[CH2:4][CH2:3]2, predict the reactants needed to synthesize it. The reactants are: [CH3:1][C@:2]12[C@@:19]3([CH3:20])[C@@H:10]([C@:11]4([CH3:32])[C@@H:16]([CH2:17][CH2:18]3)[C:15]([CH3:22])([CH3:21])[C:14]([C:23]3[CH:31]=[CH:30][C:26]([C:27]([OH:29])=[O:28])=[CH:25][CH:24]=3)=[CH:13][CH2:12]4)[CH2:9][CH2:8][C@@H:7]1[C@H:6]1[C@H:33]([C:36]([CH3:38])=[CH2:37])[CH2:34][CH2:35][C@:5]1([NH:39][CH2:40][CH2:41][NH:42]C1C=NC=CC=1)[CH2:4][CH2:3]2.Cl.Br[C:51]1[CH:56]=[CH:55][N:54]=[CH:53][CH:52]=1.CC(C)([O-])C.[Na+].C(O)(C(F)(F)F)=O. (3) The reactants are: Br[C:2]1[N:7]=[C:6]([N:8]([CH:16]([CH3:18])[CH3:17])[C:9](=[O:15])[O:10][C:11]([CH3:14])([CH3:13])[CH3:12])[CH:5]=[CH:4][CH:3]=1.C1(P(C2C=CC=CC=2)C2C=CC=CC=2)C=CC=CC=1.O.[CH3:39][N:40](C=O)C. Given the product [C:39]([C:2]1[N:7]=[C:6]([N:8]([CH:16]([CH3:18])[CH3:17])[C:9](=[O:15])[O:10][C:11]([CH3:14])([CH3:13])[CH3:12])[CH:5]=[CH:4][CH:3]=1)#[N:40], predict the reactants needed to synthesize it.